Task: Predict the product of the given reaction.. Dataset: Forward reaction prediction with 1.9M reactions from USPTO patents (1976-2016) Given the reactants Cl[C:2]1[S:3][C:4]([C:15]#[C:16][C:17]2[CH:22]=[CH:21][C:20]([F:23])=[CH:19][CH:18]=2)=[C:5]([NH:7][C:8](=[O:14])[O:9][C:10]([CH3:13])([CH3:12])[CH3:11])[N:6]=1.[NH2:24][C:25]1[N:30]=[CH:29][C:28](B([O-])OC(C(C)(C)C)C)=[CH:27][N:26]=1.C(=O)([O-])[O-].[K+].[K+].C(Cl)Cl, predict the reaction product. The product is: [NH2:24][C:25]1[N:30]=[CH:29][C:28]([C:2]2[S:3][C:4]([C:15]#[C:16][C:17]3[CH:22]=[CH:21][C:20]([F:23])=[CH:19][CH:18]=3)=[C:5]([NH:7][C:8](=[O:14])[O:9][C:10]([CH3:13])([CH3:12])[CH3:11])[N:6]=2)=[CH:27][N:26]=1.